This data is from TCR-epitope binding with 47,182 pairs between 192 epitopes and 23,139 TCRs. The task is: Binary Classification. Given a T-cell receptor sequence (or CDR3 region) and an epitope sequence, predict whether binding occurs between them. (1) The epitope is VLQAVGACV. The TCR CDR3 sequence is CASSLDPAGNEQFF. Result: 1 (the TCR binds to the epitope). (2) The epitope is RQLLFVVEV. The TCR CDR3 sequence is CASSQNPPGAAYEQYF. Result: 0 (the TCR does not bind to the epitope). (3) The epitope is FLNGSCGSV. The TCR CDR3 sequence is CASSHLGSGQQETQYF. Result: 1 (the TCR binds to the epitope).